Dataset: Full USPTO retrosynthesis dataset with 1.9M reactions from patents (1976-2016). Task: Predict the reactants needed to synthesize the given product. (1) Given the product [Cl:1][C:2]1[CH:3]=[C:4]([CH:7]=[CH:8][C:9]=1[O:10][CH2:14][CH2:13][CH2:12][OH:15])[CH:5]=[O:6], predict the reactants needed to synthesize it. The reactants are: [Cl:1][C:2]1[CH:3]=[C:4]([CH:7]=[CH:8][C:9]=1[OH:10])[CH:5]=[O:6].Br[CH:12]([OH:15])[CH2:13][CH3:14].C(=O)([O-])[O-].[Cs+].[Cs+]. (2) Given the product [S:1]1[CH:5]=[CH:4][N:3]=[C:2]1[NH:6][S:7]([C:10]1[CH:11]=[C:12]2[C:16](=[CH:17][CH:18]=1)[CH2:15][NH:14][CH2:13]2)(=[O:9])=[O:8], predict the reactants needed to synthesize it. The reactants are: [S:1]1[CH:5]=[CH:4][N:3]=[C:2]1[NH:6][S:7]([C:10]1[CH:11]=[C:12]2[C:16](=[CH:17][CH:18]=1)[CH2:15][N:14](C(=O)C(Cl)(Cl)Cl)[CH2:13]2)(=[O:9])=[O:8].[OH-].[K+].C(O)(=O)C. (3) Given the product [CH:21]1([N:3]2[CH2:2][CH2:1][C:7]3[CH:8]=[CH:9][C:10]([NH:12][C:13]([N:15]4[CH2:16][CH2:17][O:18][CH2:19][CH2:20]4)=[O:14])=[CH:11][C:6]=3[CH2:5][CH2:4]2)[CH2:24][CH2:23][CH2:22]1, predict the reactants needed to synthesize it. The reactants are: [CH2:1]1[C:7]2[CH:8]=[CH:9][C:10]([NH:12][C:13]([N:15]3[CH2:20][CH2:19][O:18][CH2:17][CH2:16]3)=[O:14])=[CH:11][C:6]=2[CH2:5][CH2:4][NH:3][CH2:2]1.[C:21]1(=O)[CH2:24][CH2:23][CH2:22]1.[B-].C[N+](C)(C)C. (4) Given the product [C:45]([C:49]1[CH:66]=[CH:65][C:52]([CH2:53][N:54]([CH2:55][CH2:56][C:57]2[CH:62]=[CH:61][CH:60]=[C:59]([Cl:63])[C:58]=2[F:64])[C:11]([C:9]2[CH:10]=[C:2]([Cl:1])[CH:3]=[C:4]3[C:8]=2[NH:7][CH:6]=[CH:5]3)=[O:13])=[CH:51][CH:50]=1)([CH3:48])([CH3:46])[CH3:47], predict the reactants needed to synthesize it. The reactants are: [Cl:1][C:2]1[CH:3]=[C:4]2[C:8](=[C:9]([C:11]([OH:13])=O)[CH:10]=1)[NH:7][CH:6]=[CH:5]2.CN(C(ON1N=NC2C=CC=CC1=2)=[N+](C)C)C.[B-](F)(F)(F)F.C(N(CC)C(C)C)(C)C.[C:45]([C:49]1[CH:66]=[CH:65][C:52]([CH2:53][NH:54][CH2:55][CH2:56][C:57]2[CH:62]=[CH:61][CH:60]=[C:59]([Cl:63])[C:58]=2[F:64])=[CH:51][CH:50]=1)([CH3:48])([CH3:47])[CH3:46]. (5) Given the product [ClH:11].[NH2:3][CH:15]1[C:14]2[C:19](=[C:20]([I:22])[CH:21]=[C:12]([Cl:11])[CH:13]=2)[O:18][C:17](=[O:23])[CH2:16]1, predict the reactants needed to synthesize it. The reactants are: C[Si](C)(C)[NH:3][Si](C)(C)C.[Li].[Cl:11][C:12]1[CH:13]=[C:14]2[C:19](=[C:20]([I:22])[CH:21]=1)[O:18][C:17](=[O:23])[CH:16]=[CH:15]2.C(O)(=O)C.C(=O)([O-])[O-].[Na+].[Na+].O1CCOCC1.Cl.